Predict which catalyst facilitates the given reaction. From a dataset of Catalyst prediction with 721,799 reactions and 888 catalyst types from USPTO. (1) Reactant: [CH2:1]([O:8][C:9]1[C:19]([Cl:20])=[CH:18][C:12]([C:13]([O:15]CC)=[O:14])=[CH:11][C:10]=1[Cl:21])[C:2]1[CH:7]=[CH:6][CH:5]=[CH:4][CH:3]=1.[OH-].[K+]. Product: [CH2:1]([O:8][C:9]1[C:10]([Cl:21])=[CH:11][C:12]([C:13]([OH:15])=[O:14])=[CH:18][C:19]=1[Cl:20])[C:2]1[CH:3]=[CH:4][CH:5]=[CH:6][CH:7]=1. The catalyst class is: 40. (2) Reactant: [C:1]([O:9][CH2:10][C:11]([C:13]1[CH:18]=[C:17]([C:19]([F:22])([F:21])[F:20])[CH:16]=[C:15]([Cl:23])[CH:14]=1)=O)(=O)[CH2:2][CH2:3][C:4]([O:6][CH3:7])=[O:5].C([NH2:27])(=O)C.B(F)(F)F.CCOCC. Product: [Cl:23][C:15]1[CH:14]=[C:13]([C:11]2[N:27]=[C:1]([CH2:2][CH2:3][C:4]([O:6][CH3:7])=[O:5])[O:9][CH:10]=2)[CH:18]=[C:17]([C:19]([F:22])([F:21])[F:20])[CH:16]=1. The catalyst class is: 13. (3) Reactant: [CH:1]([C:4]1[CH:5]=[C:6]2[C:10](=[CH:11][CH:12]=1)[N:9]([CH3:13])[N:8]=[C:7]2[Sn](CCCC)(CCCC)CCCC)([CH3:3])[CH3:2].[C:27]([O:33][CH2:34][N:35]1[C:39]2=[N:40][CH:41]=[C:42](Br)[N:43]=[C:38]2[C:37]([C:45](=[O:51])[NH:46][C:47]([CH3:50])([CH3:49])[CH3:48])=[CH:36]1)(=[O:32])[C:28]([CH3:31])([CH3:30])[CH3:29]. Product: [C:27]([O:33][CH2:34][N:35]1[C:39]2=[N:40][CH:41]=[C:42]([C:7]3[C:6]4[C:10](=[CH:11][CH:12]=[C:4]([CH:1]([CH3:2])[CH3:3])[CH:5]=4)[N:9]([CH3:13])[N:8]=3)[N:43]=[C:38]2[C:37]([C:45](=[O:51])[NH:46][C:47]([CH3:50])([CH3:49])[CH3:48])=[CH:36]1)(=[O:32])[C:28]([CH3:31])([CH3:30])[CH3:29]. The catalyst class is: 555. (4) Reactant: [CH:1]12[O:9][CH:5]([CH2:6][NH:7][CH2:8]1)[CH2:4][N:3]([C:10]1[CH:15]=[CH:14][C:13]([NH:16][C:17]3[N:22]=[C:21]([C:23]4[N:27]5[CH:28]=[CH:29][CH:30]=[C:31]([F:32])[C:26]5=[N:25][CH:24]=4)[C:20]([Cl:33])=[CH:19][N:18]=3)=[C:12]([O:34][CH3:35])[CH:11]=1)[CH2:2]2.Cl[CH2:37][C:38]([N:40]([CH3:42])[CH3:41])=[O:39].C(=O)([O-])[O-].[K+].[K+]. Product: [Cl:33][C:20]1[C:21]([C:23]2[N:27]3[CH:28]=[CH:29][CH:30]=[C:31]([F:32])[C:26]3=[N:25][CH:24]=2)=[N:22][C:17]([NH:16][C:13]2[CH:14]=[CH:15][C:10]([N:3]3[CH2:4][CH:5]4[O:9][CH:1]([CH2:8][N:7]([CH2:37][C:38]([N:40]([CH3:42])[CH3:41])=[O:39])[CH2:6]4)[CH2:2]3)=[CH:11][C:12]=2[O:34][CH3:35])=[N:18][CH:19]=1. The catalyst class is: 3. (5) The catalyst class is: 1. Product: [CH:42]1([CH2:41][C:11]([O:17][C:18]2[CH:40]=[CH:39][C:21]3[C:22]4[N:26]([CH2:27][CH2:28][O:29][C:20]=3[CH:19]=2)[CH:25]=[C:24]([C:30]2[N:31]([CH:36]([CH3:38])[CH3:37])[N:32]=[C:33]([CH3:35])[N:34]=2)[N:23]=4)([CH2:10][OH:9])[CH2:12][OH:13])[CH2:44][CH2:43]1. Reactant: [H-].[H-].[H-].[H-].[Li+].[Al+3].C([O:9][C:10](=O)[C:11]([CH2:41][CH:42]1[CH2:44][CH2:43]1)([O:17][C:18]1[CH:40]=[CH:39][C:21]2[C:22]3[N:26]([CH2:27][CH2:28][O:29][C:20]=2[CH:19]=1)[CH:25]=[C:24]([C:30]1[N:31]([CH:36]([CH3:38])[CH3:37])[N:32]=[C:33]([CH3:35])[N:34]=1)[N:23]=3)[C:12](OCC)=[O:13])C.CCOC(C)=O.[C@H](O)(C([O-])=O)[C@@H](O)C([O-])=O.[Na+].[K+]. (6) Reactant: Cl[C:2]1[N:7]=[C:6]([Cl:8])[N:5]=[C:4]([O:9][CH2:10][C@H:11]2[CH2:13][C@H:12]2[C:14]#[N:15])[N:3]=1.Cl.[CH3:17][C:18]1[CH:23]=[CH:22][N:21]=[C:20]2[NH:24][N:25]=[C:26]([CH:27]3[CH2:32][CH2:31][NH:30][CH2:29][CH2:28]3)[C:19]=12.CCN(C(C)C)C(C)C.CCOC(C)=O. The catalyst class is: 21. Product: [Cl:8][C:6]1[N:7]=[C:2]([N:30]2[CH2:29][CH2:28][CH:27]([C:26]3[C:19]4[C:20](=[N:21][CH:22]=[CH:23][C:18]=4[CH3:17])[NH:24][N:25]=3)[CH2:32][CH2:31]2)[N:3]=[C:4]([O:9][CH2:10][C@H:11]2[CH2:13][C@H:12]2[C:14]#[N:15])[N:5]=1. (7) Reactant: [F:1][C:2]1[CH:40]=[N:39][C:5]2[N:6]([C:30]3[CH:31]=[C:32]([CH:36]=[CH:37][CH:38]=3)[C:33](O)=[O:34])[C:7](=[O:29])[N:8]([C@H:11]3[CH2:16][CH2:15][C@@H:14]([NH:17][C:18]([C:20]4[N:21]=[C:22]5[CH:27]=[CH:26][CH:25]=[CH:24][N:23]5[CH:28]=4)=[O:19])[CH2:13][CH2:12]3)[C:9](=[O:10])[C:4]=2[CH:3]=1.CCN(C(C)C)C(C)C.CN(C(ON1N=NC2C=CC=NC1=2)=[N+](C)C)C.F[P-](F)(F)(F)(F)F.[C:74]([O:78][C:79](=[O:84])[NH:80][CH2:81][CH2:82][NH2:83])([CH3:77])([CH3:76])[CH3:75]. Product: [C:74]([O:78][C:79](=[O:84])[NH:80][CH2:81][CH2:82][NH:83][C:33](=[O:34])[C:32]1[CH:36]=[CH:37][CH:38]=[C:30]([N:6]2[C:5]3[N:39]=[CH:40][C:2]([F:1])=[CH:3][C:4]=3[C:9](=[O:10])[N:8]([C@H:11]3[CH2:12][CH2:13][C@@H:14]([NH:17][C:18]([C:20]4[N:21]=[C:22]5[CH:27]=[CH:26][CH:25]=[CH:24][N:23]5[CH:28]=4)=[O:19])[CH2:15][CH2:16]3)[C:7]2=[O:29])[CH:31]=1)([CH3:77])([CH3:75])[CH3:76]. The catalyst class is: 3. (8) Reactant: [C:1]([C@H:5]1[C:23](=[O:24])[N:22]2[CH2:25][C@@H:19]([CH2:20][C@H:21]2[C:26](O)=[O:27])[O:18][C:17]2[N:29]=[CH:30][CH:31]=[CH:32][C:16]=2[CH2:15][CH2:14][CH2:13][CH2:12][CH2:11][CH2:10][CH2:9][O:8][C:7](=[O:33])[NH:6]1)([CH3:4])([CH3:3])[CH3:2].Cl.[NH2:35][C@:36]1([C:41]([NH:43][S:44]([CH:47]2[CH2:49][CH2:48]2)(=[O:46])=[O:45])=[O:42])[CH2:38][C@H:37]1[CH2:39][CH3:40].CCN(C(C)C)C(C)C.CN(C(ON1N=NC2C=CC=NC1=2)=[N+](C)C)C.F[P-](F)(F)(F)(F)F. Product: [C:1]([C@H:5]1[C:23](=[O:24])[N:22]2[CH2:25][C@@H:19]([CH2:20][C@H:21]2[C:26]([NH:35][C@:36]2([C:41]([NH:43][S:44]([CH:47]3[CH2:49][CH2:48]3)(=[O:46])=[O:45])=[O:42])[CH2:38][C@H:37]2[CH2:39][CH3:40])=[O:27])[O:18][C:17]2[N:29]=[CH:30][CH:31]=[CH:32][C:16]=2[CH2:15][CH2:14][CH2:13][CH2:12][CH2:11][CH2:10][CH2:9][O:8][C:7](=[O:33])[NH:6]1)([CH3:4])([CH3:2])[CH3:3]. The catalyst class is: 3. (9) Reactant: S(Cl)(Cl)=O.COC1C=CC=CC=1CCC(O)=O.C1(CCCC(Cl)=O)C=CC=CC=1.[CH3:30][O:31][C:32]1[CH:33]=[C:34]2[C:39](=[CH:40][C:41]=1[O:42][CH3:43])[N:38]=[CH:37][N:36]=[C:35]2[O:44][C:45]1[CH:51]=[CH:50][C:48]([NH2:49])=[CH:47][CH:46]=1.[CH3:52][O:53][C:54]1[CH:59]=[CH:58][CH:57]=[CH:56][C:55]=1[CH2:60][CH2:61][C:62]([N:64]=[C:65]=[S:66])=[O:63]. Product: [CH3:30][O:31][C:32]1[CH:33]=[C:34]2[C:39](=[CH:40][C:41]=1[O:42][CH3:43])[N:38]=[CH:37][N:36]=[C:35]2[O:44][C:45]1[CH:51]=[CH:50][C:48]([NH:49][C:65]([NH:64][C:62](=[O:63])[CH2:61][CH2:60][C:55]2[CH:56]=[CH:57][CH:58]=[CH:59][C:54]=2[O:53][CH3:52])=[S:66])=[CH:47][CH:46]=1. The catalyst class is: 234.